From a dataset of Forward reaction prediction with 1.9M reactions from USPTO patents (1976-2016). Predict the product of the given reaction. (1) Given the reactants [CH2:1]([NH:8][C:9]1[N:14]2[N:15]=[CH:16][C:17]([C:18](O)=[O:19])=[C:13]2[N:12]=[CH:11][C:10]=1[C:21]([N:23]1[CH2:28][CH2:27][C:26]2([C:36]3[C:31](=[CH:32][CH:33]=[CH:34][CH:35]=3)[C:30](=[O:37])[O:29]2)[CH2:25][CH2:24]1)=[O:22])[C:2]1[CH:7]=[CH:6][CH:5]=[CH:4][CH:3]=1.[CH3:38][S:39]([NH2:42])(=[O:41])=[O:40], predict the reaction product. The product is: [CH2:1]([NH:8][C:9]1[N:14]2[N:15]=[CH:16][C:17]([C:18]([NH:42][S:39]([CH3:38])(=[O:41])=[O:40])=[O:19])=[C:13]2[N:12]=[CH:11][C:10]=1[C:21]([N:23]1[CH2:24][CH2:25][C:26]2([C:36]3[C:31](=[CH:32][CH:33]=[CH:34][CH:35]=3)[C:30](=[O:37])[O:29]2)[CH2:27][CH2:28]1)=[O:22])[C:2]1[CH:3]=[CH:4][CH:5]=[CH:6][CH:7]=1. (2) Given the reactants [C:1]([CH2:9][C:10]([O:12][CH2:13][CH3:14])=[O:11])(=[O:8])[C:2]1[CH:7]=[CH:6][CH:5]=[CH:4][CH:3]=1.S(Cl)([Cl:18])(=O)=O, predict the reaction product. The product is: [Cl:18][CH:9]([C:1](=[O:8])[C:2]1[CH:7]=[CH:6][CH:5]=[CH:4][CH:3]=1)[C:10]([O:12][CH2:13][CH3:14])=[O:11]. (3) Given the reactants N1C=CC=CC=1.[C:7]([OH:19])(=[O:18])[CH2:8][C:9]1[C:10](=[CH:14][CH:15]=[CH:16][CH:17]=1)[C:11]([OH:13])=O.[CH3:20][CH2:21][O:22]CC, predict the reaction product. The product is: [C:21]([CH:8]1[C:9]2[C:10](=[CH:14][CH:15]=[CH:16][CH:17]=2)[C:11](=[O:13])[O:19][C:7]1=[O:18])(=[O:22])[CH3:20]. (4) Given the reactants CNCCO.C(N(CC)CC)C.COC1C(C)=CC(S(Cl)(=O)=O)=C(C)C=1C.Cl.OC[CH2:31][N:32]([CH3:47])[S:33]([C:36]1[CH:41]=[C:40]([CH3:42])[C:39]([O:43][CH3:44])=[C:38]([CH3:45])[C:37]=1[CH3:46])(=[O:35])=[O:34].[OH-].[Na+].BrCC(OC(C)(C)C)=O.COC1C(C)=CC(S(N(CC[O:75][CH2:76][C:77]([O:79]C(C)(C)C)=[O:78])C)(=O)=O)=C(C)C=1C, predict the reaction product. The product is: [CH3:44][O:43][C:39]1[C:40]([CH3:42])=[CH:41][C:36]([S:33]([N:32]([CH2:31][O:75][CH2:76][C:77]([OH:79])=[O:78])[CH3:47])(=[O:34])=[O:35])=[C:37]([CH3:46])[C:38]=1[CH3:45]. (5) Given the reactants [F:1][C:2]1[CH:3]=[CH:4][C:5]([NH:9][C:10]([C:12]2[C:17]([NH:18]C3C=NC=CC=3)=[CH:16][CH:15]=[C:14]([CH3:25])[N:13]=2)=[O:11])=[N:6][C:7]=1[CH3:8].Br[C:27]1[CH:32]=[C:31]([F:33])[CH:30]=[C:29]([F:34])[CH:28]=1, predict the reaction product. The product is: [F:1][C:2]1[CH:3]=[CH:4][C:5]([NH:9][C:10]([C:12]2[C:17]([NH:18][C:27]3[CH:32]=[C:31]([F:33])[CH:30]=[C:29]([F:34])[CH:28]=3)=[CH:16][CH:15]=[C:14]([CH3:25])[N:13]=2)=[O:11])=[N:6][C:7]=1[CH3:8].